From a dataset of Full USPTO retrosynthesis dataset with 1.9M reactions from patents (1976-2016). Predict the reactants needed to synthesize the given product. (1) Given the product [N:26]1([NH:25][C:3]([C:5]2[NH:6][N:7]=[C:8]([O:10][CH2:11][C:12]3[C:13]([C:18]4[CH:19]=[CH:20][C:21]([F:24])=[CH:22][CH:23]=4)=[N:14][O:15][C:16]=3[CH3:17])[CH:9]=2)=[O:4])[CH2:31][CH2:30][CH2:29][CH2:28][CH2:27]1, predict the reactants needed to synthesize it. The reactants are: CO[C:3]([C:5]1[NH:6][N:7]=[C:8]([O:10][CH2:11][C:12]2[C:13]([C:18]3[CH:23]=[CH:22][C:21]([F:24])=[CH:20][CH:19]=3)=[N:14][O:15][C:16]=2[CH3:17])[CH:9]=1)=[O:4].[NH2:25][N:26]1[CH2:31][CH2:30][CH2:29][CH2:28][CH2:27]1. (2) Given the product [CH2:8]([N:30]1[CH2:29][C:28]2([C:31](=[O:34])[CH2:32][OH:33])[CH:7]([CH2:8][CH:9]3[CH:22]4[C:13]([F:26])([C:14]5([CH3:25])[C:19]([CH:20]([F:23])[CH2:21]4)=[CH:18][C:17](=[O:24])[CH:16]=[CH:15]5)[CH:12]([OH:27])[CH2:11][C:10]32[CH3:35])[CH:6]1[C:4]([OH:3])=[O:5])[C:9]1[CH:22]=[CH:13][CH:12]=[CH:11][CH:10]=1, predict the reactants needed to synthesize it. The reactants are: C([O:3][C:4]([CH:6]1[NH:30][CH2:29][C@:28]2([C:31](=[O:34])[CH2:32][OH:33])[C@H:7]1[CH2:8][C@H:9]1[C@H:22]3[C@@:13]([F:26])([C@:14]4([CH3:25])[C:19]([C@@H:20]([F:23])[CH2:21]3)=[CH:18][C:17](=[O:24])[CH:16]=[CH:15]4)[C@@H:12]([OH:27])[CH2:11][C@@:10]12[CH3:35])=[O:5])C.Cl. (3) Given the product [NH2:10][C:9]1[C:4]([NH:3][C:59]([C:30]2([N:27]3[CH:28]=[CH:29][C:44]([CH3:43])=[N:40]3)[CH2:31][CH2:32]2)=[O:60])=[CH:5][CH:6]=[C:7]([N:11]2[CH2:16][CH2:15][CH2:14][C@@H:13]([C:17]([N:19]3[CH2:23][CH2:22][CH2:21][CH2:20]3)=[O:18])[CH2:12]2)[N:8]=1.[NH2:10][C:9]1[C:4]([NH:3][C:50]([C:30]2([N:27]3[C:24]([CH3:25])=[CH:26][CH:57]=[N:58]3)[CH2:31][CH2:32]2)=[O:49])=[CH:5][CH:6]=[C:7]([N:11]2[CH2:16][CH2:15][CH2:14][C@@H:13]([C:17]([N:19]3[CH2:23][CH2:22][CH2:21][CH2:20]3)=[O:18])[CH2:12]2)[N:8]=1, predict the reactants needed to synthesize it. The reactants are: Cl.Cl.[NH2:3][C:4]1[CH:5]=[CH:6][C:7]([N:11]2[CH2:16][CH2:15][CH2:14][C@@H:13]([C:17]([N:19]3[CH2:23][CH2:22][CH2:21][CH2:20]3)=[O:18])[CH2:12]2)=[N:8][C:9]=1[NH2:10].[CH:24]([N:27]([CH:30]([CH3:32])[CH3:31])[CH2:28][CH3:29])([CH3:26])[CH3:25].F[P-](F)(F)(F)(F)F.[N:40]1([O:49][C:50](N(C)C)=[N+](C)C)[C:44]2N=CC=C[C:43]=2N=N1.[CH3:57][N:58](C)[CH:59]=[O:60]. (4) Given the product [CH2:22]([C@H:10]1[CH2:9][NH:8][CH2:12][C@@H:11]1[CH2:13][N:14]([CH2:30][C:31]1[CH:40]=[CH:39][CH:38]=[C:37]2[C:32]=1[CH:33]=[CH:34][C:35]([C:41]#[N:42])=[CH:36]2)[C:15]1[CH:20]=[CH:19][C:18]([Cl:21])=[CH:17][CH:16]=1)[C:23]1[CH:24]=[CH:25][CH:26]=[CH:27][CH:28]=1, predict the reactants needed to synthesize it. The reactants are: C(OC([N:8]1[CH2:12][C@H:11]([CH2:13][NH:14][C:15]2[CH:20]=[CH:19][C:18]([Cl:21])=[CH:17][CH:16]=2)[C@@H:10]([CH2:22][C:23]2[CH:28]=[CH:27][CH:26]=[CH:25][CH:24]=2)[CH2:9]1)=O)(C)(C)C.Br[CH2:30][C:31]1[CH:40]=[CH:39][CH:38]=[C:37]2[C:32]=1[CH:33]=[CH:34][C:35]([C:41]#[N:42])=[CH:36]2.CC#N.O.CC#N. (5) Given the product [N:17]1[CH:16]=[CH:15][CH:23]=[CH:19][C:18]=1[C:29]1[N:26]=[C:8]([C:7]2[CH:6]=[N:5][CH:4]=[C:3]([O:2][CH3:1])[CH:11]=2)[O:9][N:32]=1, predict the reactants needed to synthesize it. The reactants are: [CH3:1][O:2][C:3]1[CH:4]=[N:5][CH:6]=[C:7]([CH:11]=1)[C:8](Cl)=[O:9].Cl.CO[C:15]1[CH:16]=[N:17][CH:18]=[C:19]([CH:23]=1)C(O)=O.C([N:26]([CH2:29]C)CC)C.C[N:32](C)C=O. (6) Given the product [CH3:3][O:4][C:5]1[CH:6]=[CH:7][C:8]([CH:11]=[CH:12][CH:13]=[C:23]2[C:28](=[O:29])[NH:27][C:26]3[CH:30]=[C:31]([C:34]([O:36][CH2:37][CH3:38])=[O:35])[CH:32]=[CH:33][C:25]=3[S:24]2)=[CH:9][CH:10]=1, predict the reactants needed to synthesize it. The reactants are: [H-].[Na+].[CH3:3][O:4][C:5]1[CH:10]=[CH:9][C:8](/[CH:11]=[CH:12]/[CH:13]=O)=[CH:7][CH:6]=1.C(OP([CH:23]1[C:28](=[O:29])[NH:27][C:26]2[CH:30]=[C:31]([C:34]([O:36][CH2:37][CH3:38])=[O:35])[CH:32]=[CH:33][C:25]=2[S:24]1)(OCC)=O)C.